From a dataset of Forward reaction prediction with 1.9M reactions from USPTO patents (1976-2016). Predict the product of the given reaction. (1) Given the reactants [N+](=[CH:3][C:4]([C:6]1[CH:10]=[C:9]([CH3:11])[O:8][N:7]=1)=[O:5])=[N-].FC(F)(F)C(O)=[O:15].O, predict the reaction product. The product is: [OH:15][CH2:3][C:4]([C:6]1[CH:10]=[C:9]([CH3:11])[O:8][N:7]=1)=[O:5]. (2) Given the reactants [F:1][C:2]1[CH:3]=[C:4]([CH2:9][C:10]([OH:12])=O)[CH:5]=[CH:6][C:7]=1[OH:8].[CH2:13]([NH:19][CH2:20][C:21]1[CH:26]=[CH:25][CH:24]=[CH:23][CH:22]=1)[CH2:14][CH2:15][CH2:16][CH2:17][CH3:18].CN(C(ON1N=NC2C=CC=CC1=2)=[N+](C)C)C.[B-](F)(F)(F)F.CCN(C(C)C)C(C)C, predict the reaction product. The product is: [CH2:20]([N:19]([CH2:13][CH2:14][CH2:15][CH2:16][CH2:17][CH3:18])[C:10](=[O:12])[CH2:9][C:4]1[CH:5]=[CH:6][C:7]([OH:8])=[C:2]([F:1])[CH:3]=1)[C:21]1[CH:26]=[CH:25][CH:24]=[CH:23][CH:22]=1. (3) Given the reactants [CH2:1]([O:8][CH2:9][C@H:10]([OH:36])[CH2:11][C:12]1[N:13](C(C2C=CC=CC=2)(C2C=CC=CC=2)C2C=CC=CC=2)[CH:14]=[CH:15][N:16]=1)[C:2]1[CH:7]=[CH:6][CH:5]=[CH:4][CH:3]=1.Cl, predict the reaction product. The product is: [CH2:1]([O:8][CH2:9][C@H:10]([OH:36])[CH2:11][C:12]1[NH:13][CH:14]=[CH:15][N:16]=1)[C:2]1[CH:7]=[CH:6][CH:5]=[CH:4][CH:3]=1. (4) Given the reactants [C:1]([C:3]1[CH:4]=[CH:5][C:6]([O:27][CH2:28][C:29]2[CH:34]=[CH:33][CH:32]=[CH:31][CH:30]=2)=[C:7]([CH2:9][C:10]([NH:12][C:13]2[CH:18]=[CH:17][C:16]([C:19]([O:21]C(C)(C)C)=[O:20])=[C:15]([CH3:26])[CH:14]=2)=[O:11])[CH:8]=1)#[N:2].FC(F)(F)C(O)=O, predict the reaction product. The product is: [C:1]([C:3]1[CH:4]=[CH:5][C:6]([O:27][CH2:28][C:29]2[CH:34]=[CH:33][CH:32]=[CH:31][CH:30]=2)=[C:7]([CH2:9][C:10]([NH:12][C:13]2[CH:18]=[CH:17][C:16]([C:19]([OH:21])=[O:20])=[C:15]([CH3:26])[CH:14]=2)=[O:11])[CH:8]=1)#[N:2].